From a dataset of Peptide-MHC class I binding affinity with 185,985 pairs from IEDB/IMGT. Regression. Given a peptide amino acid sequence and an MHC pseudo amino acid sequence, predict their binding affinity value. This is MHC class I binding data. The peptide sequence is MIYELCTFR. The MHC is HLA-B08:01 with pseudo-sequence HLA-B08:01. The binding affinity (normalized) is 0.0847.